From a dataset of Catalyst prediction with 721,799 reactions and 888 catalyst types from USPTO. Predict which catalyst facilitates the given reaction. (1) Reactant: [C:1]([O:5][C:6](=[O:30])[NH:7][C:8]([CH3:29])([CH3:28])[C:9]([N:11]1[CH2:16][CH2:15][N:14]([C:17]2[CH:18]=[N:19][C:20]3[C:25]([CH:26]=2)=[N:24][C:23](Cl)=[CH:22][CH:21]=3)[CH2:13][CH2:12]1)=[O:10])([CH3:4])([CH3:3])[CH3:2].[NH2:31][C:32]1[O:33][C:34]2[CH:40]=[CH:39][C:38](B(O)O)=[CH:37][C:35]=2[N:36]=1.C(=O)([O-])[O-].[Na+].[Na+]. Product: [C:1]([O:5][C:6](=[O:30])[NH:7][C:8]([CH3:29])([CH3:28])[C:9]([N:11]1[CH2:16][CH2:15][N:14]([C:17]2[CH:18]=[N:19][C:20]3[C:25]([CH:26]=2)=[N:24][C:23]([C:38]2[CH:39]=[CH:40][C:34]4[O:33][C:32]([NH2:31])=[N:36][C:35]=4[CH:37]=2)=[CH:22][CH:21]=3)[CH2:13][CH2:12]1)=[O:10])([CH3:4])([CH3:3])[CH3:2]. The catalyst class is: 70. (2) Reactant: [CH3:1][O:2][C:3]1[CH:11]=[C:10]2[C:6]([CH2:7][N:8](CC3C=CC(OC)=CC=3)[C:9]2=[O:12])=[CH:5][CH:4]=1.[N+]([O-])(O)=O.[N+]([O-])(O)=O.[N+]([O-])(O)=O.[N+]([O-])(O)=O.[N+]([O-])(O)=O.[N+]([O-])(O)=O.[Ce].O. Product: [CH3:1][O:2][C:3]1[CH:11]=[C:10]2[C:6]([CH2:7][NH:8][C:9]2=[O:12])=[CH:5][CH:4]=1. The catalyst class is: 10. (3) The catalyst class is: 53. Product: [Br:14][CH2:1][C:2]1[CH:3]=[CH:4][C:5]([N+:11]([O-:13])=[O:12])=[C:6]([C:8](=[O:10])[CH3:9])[CH:7]=1. Reactant: [CH3:1][C:2]1[CH:3]=[CH:4][C:5]([N+:11]([O-:13])=[O:12])=[C:6]([C:8](=[O:10])[CH3:9])[CH:7]=1.[Br:14]N1C(=O)CCC1=O.C(OOC(=O)C1C=CC=CC=1)(=O)C1C=CC=CC=1. (4) Reactant: [Cl-].[CH3:2][C:3]1[SH+:4][CH:5]=[CH:6][CH:7]=[CH:8][CH:9]=[CH:10][CH:11]=1.O.[NH2:13]N.C(O[C:19](=[O:21])[CH3:20])(=O)C.[CH:22]([N:25]([CH2:29]C)C(C)C)([CH3:24])[CH3:23].[C:31](#[N:33])C. Product: [CH3:31][NH:33][C:10]1[CH:9]=[CH:8][C:2]2[N:13]([C:19](=[O:21])[CH3:20])[C:6]3[C:5]([S:4][C:3]=2[CH:11]=1)=[CH:24][C:22]([NH:25][CH3:29])=[CH:23][CH:7]=3. The catalyst class is: 6. (5) Reactant: [Cl:1][C:2]1[CH:3]=[C:4]([CH:23]=[CH:24][C:25]=1[F:26])[CH2:5][N:6]1[CH2:15][CH2:14][C:13]2[C:12]([C:16]([N:18]([CH3:20])[CH3:19])=[O:17])=[N:11][CH:10]=[C:9]([OH:21])[C:8]=2[C:7]1=[O:22].C(OO)(=[O:29])C.C([O-])(=O)C.[Na+]. Product: [Cl:1][C:2]1[CH:3]=[C:4]([CH:23]=[CH:24][C:25]=1[F:26])[CH2:5][N:6]1[CH2:15][CH2:14][C:13]2[C:8](=[C:9]([OH:21])[CH:10]=[N+:11]([O-:29])[C:12]=2[C:16]([N:18]([CH3:19])[CH3:20])=[O:17])[C:7]1=[O:22]. The catalyst class is: 15. (6) Reactant: C(C1CC(SCC(F)(F)F)CC1[C:14]1[N:18]2[C:19]3[CH:25]=[CH:24][N:23]([CH2:26][O:27][CH2:28][CH2:29][Si:30]([CH3:33])([CH3:32])[CH3:31])[C:20]=3[N:21]=[CH:22][C:17]2=[N:16][N:15]=1)C.C1C=C(Cl)C=C(C(OO)=O)C=1. Product: [CH3:31][Si:30]([CH3:33])([CH3:32])[CH2:29][CH2:28][O:27][CH2:26][N:23]1[C:20]2[N:21]=[CH:22][C:17]3[N:18]([CH:14]=[N:15][N:16]=3)[C:19]=2[CH:25]=[CH:24]1. The catalyst class is: 2.